Predict which catalyst facilitates the given reaction. From a dataset of Catalyst prediction with 721,799 reactions and 888 catalyst types from USPTO. (1) Reactant: [CH:1]1([C:4]([OH:6])=O)[CH2:3][CH2:2]1.CCN(C(C)C)C(C)C.CN(C(ON1N=NC2C=CC=NC1=2)=[N+](C)C)C.F[P-](F)(F)(F)(F)F.[OH:40][C:41]([C:43]([F:46])([F:45])[F:44])=[O:42].[F:47][CH:48]([F:77])[CH2:49][NH:50][C:51]1[N:52]=[C:53]2[CH2:75][CH:74]([CH3:76])[NH:73][CH2:72][C:54]2=[N:55][C:56]=1[N:57]1[CH2:62][CH2:61][CH:60]([O:63][C:64]2[CH:69]=[CH:68][C:67]([F:70])=[CH:66][C:65]=2[F:71])[CH2:59][CH2:58]1. Product: [CH:1]1([C:4]([N:73]2[CH:74]([CH3:76])[CH2:75][C:53]3[C:54](=[N:55][C:56]([N:57]4[CH2:62][CH2:61][CH:60]([O:63][C:64]5[CH:69]=[CH:68][C:67]([F:70])=[CH:66][C:65]=5[F:71])[CH2:59][CH2:58]4)=[C:51]([NH:50][CH2:49][CH:48]([F:77])[F:47])[N:52]=3)[CH2:72]2)=[O:6])[CH2:3][CH2:2]1.[C:41]([OH:42])([C:43]([F:46])([F:45])[F:44])=[O:40]. The catalyst class is: 3. (2) Reactant: C([Li])CCC.Br[C:7]1[CH:12]=[CH:11][CH:10]=[CH:9][N:8]=1.CN(OC)[C:15]([C@@H:17]1[CH2:21][C:20](=[O:22])[N:19]([C@@H:23]([C:25]2[CH:30]=[CH:29][CH:28]=[CH:27][CH:26]=2)[CH3:24])[CH2:18]1)=[O:16].Cl. Product: [C:25]1([C@H:23]([N:19]2[CH2:18][C@H:17]([C:15]([C:7]3[CH:12]=[CH:11][CH:10]=[CH:9][N:8]=3)=[O:16])[CH2:21][C:20]2=[O:22])[CH3:24])[CH:26]=[CH:27][CH:28]=[CH:29][CH:30]=1. The catalyst class is: 7.